From a dataset of HIV replication inhibition screening data with 41,000+ compounds from the AIDS Antiviral Screen. Binary Classification. Given a drug SMILES string, predict its activity (active/inactive) in a high-throughput screening assay against a specified biological target. (1) The drug is C=CC1CN2CCC1CC2C(=O)c1ccnc2ccccc12. The result is 0 (inactive). (2) The molecule is Cl.O=C1CCCCC1CN(Cc1ccccc1)Cc1ccccc1. The result is 0 (inactive).